This data is from Forward reaction prediction with 1.9M reactions from USPTO patents (1976-2016). The task is: Predict the product of the given reaction. (1) Given the reactants [C:1]1([C:9]2[CH:14]=[CH:13][CH:12]=[CH:11][C:10]=2[N:15]2[CH2:20][CH2:19][NH:18][CH2:17][CH2:16]2)[CH2:8][CH2:7][CH2:6][CH2:5][CH2:4][CH2:3][CH:2]=1.[CH:21](=O)[CH2:22][CH2:23][CH3:24].C(O[BH-](OC(=O)C)OC(=O)C)(=O)C.[Na+].C(O)(=O)C.C(=O)([O-])O.[Na+], predict the reaction product. The product is: [CH2:21]([N:18]1[CH2:17][CH2:16][N:15]([C:10]2[CH:11]=[CH:12][CH:13]=[CH:14][C:9]=2[C:1]2[CH2:8][CH2:7][CH2:6][CH2:5][CH2:4][CH2:3][CH:2]=2)[CH2:20][CH2:19]1)[CH2:22][CH2:23][CH3:24]. (2) Given the reactants Br[C:2]1[CH:7]=[CH:6][N:5]=[C:4]([CH2:8][C:9]([O:11][CH3:12])=[O:10])[CH:3]=1.CC1(C)CC(C)OB([C:21]([C:23]([F:26])([F:25])[F:24])=[CH2:22])O1.C([O-])([O-])=O.[K+].[K+], predict the reaction product. The product is: [F:24][C:23]([F:26])([F:25])[C:21]([C:2]1[CH:7]=[CH:6][N:5]=[C:4]([CH2:8][C:9]([O:11][CH3:12])=[O:10])[CH:3]=1)=[CH2:22]. (3) Given the reactants [NH2:1][C:2]1[CH:3]=[C:4]2[C:8](=[CH:9][CH:10]=1)[CH2:7][C@:6]1([C:14](=[O:15])[NH:13][C:12](=[O:16])[N:11]1[CH3:17])[CH2:5]2.[Cl:18]N1C(=O)CCC1=O, predict the reaction product. The product is: [NH2:1][C:2]1[C:3]([Cl:18])=[C:4]2[C:8](=[CH:9][CH:10]=1)[CH2:7][C@:6]1([C:14](=[O:15])[NH:13][C:12](=[O:16])[N:11]1[CH3:17])[CH2:5]2. (4) Given the reactants Cl.Cl.CN1CCN(CC2C=CC([C:15](O)=[O:16])=CC=2)CC1.[C:20](N1C=CN=C1)(N1C=CN=C1)=O.[NH2:32][C:33]1[CH:34]=[CH:35][C:36]([CH3:52])=[C:37]([NH:39][C:40]2[N:45]=[C:44]([C:46]3[CH:47]=[N:48][CH:49]=[CH:50][CH:51]=3)[CH:43]=[CH:42][N:41]=2)[CH:38]=1, predict the reaction product. The product is: [CH3:52][C:36]1[CH:35]=[CH:34][C:33]([NH:32][CH3:20])=[CH:38][C:37]=1[N:39]([C:40]1[N:45]=[C:44]([C:46]2[CH:47]=[N:48][CH:49]=[CH:50][CH:51]=2)[CH:43]=[CH:42][N:41]=1)[CH:15]=[O:16]. (5) The product is: [Cl:1][C:2]1[CH:20]=[CH:19][C:5]2[N:6]=[C:7]([NH:9][C:10]3[CH:11]=[CH:12][C:13]([C:14]([NH:43][NH:42][C:41]4[C:36]([Cl:35])=[N:37][CH:38]=[CH:39][N:40]=4)=[O:16])=[CH:17][CH:18]=3)[S:8][C:4]=2[CH:3]=1. Given the reactants [Cl:1][C:2]1[CH:20]=[CH:19][C:5]2[N:6]=[C:7]([NH:9][C:10]3[CH:18]=[CH:17][C:13]([C:14]([OH:16])=O)=[CH:12][CH:11]=3)[S:8][C:4]=2[CH:3]=1.C(Cl)CCl.C1C=CC2N(O)N=NC=2C=1.[Cl:35][C:36]1[C:41]([NH:42][NH2:43])=[N:40][CH:39]=[CH:38][N:37]=1.C(N(CC)CC)C, predict the reaction product.